From a dataset of Forward reaction prediction with 1.9M reactions from USPTO patents (1976-2016). Predict the product of the given reaction. (1) Given the reactants [CH2:1]([O:3][C:4]([C@H:6]1[CH2:11][CH2:10][C@@H:9]([OH:12])[CH2:8][CH2:7]1)=[O:5])[CH3:2].C(N(CC)CC)C.[CH3:20][S:21](Cl)(=[O:23])=[O:22], predict the reaction product. The product is: [CH2:1]([O:3][C:4]([C@H:6]1[CH2:11][CH2:10][C@@H:9]([O:12][S:21]([CH3:20])(=[O:23])=[O:22])[CH2:8][CH2:7]1)=[O:5])[CH3:2]. (2) The product is: [I:1][C:2]1[C:10]2[C:5](=[CH:6][CH:7]=[C:8]([C:11]([NH:27][CH2:26][C:21]3[CH:22]=[CH:23][CH:24]=[CH:25][C:20]=3[N:17]3[CH2:18][CH2:19][O:14][CH2:15][CH2:16]3)=[O:13])[CH:9]=2)[NH:4][N:3]=1. Given the reactants [I:1][C:2]1[C:10]2[C:5](=[CH:6][CH:7]=[C:8]([C:11]([OH:13])=O)[CH:9]=2)[NH:4][N:3]=1.[O:14]1[CH2:19][CH2:18][N:17]([C:20]2[CH:25]=[CH:24][CH:23]=[CH:22][C:21]=2[CH2:26][NH2:27])[CH2:16][CH2:15]1.CN(C(ON1N=NC2C=CC=CC1=2)=[N+](C)C)C.[B-](F)(F)(F)F.CCN(C(C)C)C(C)C, predict the reaction product. (3) Given the reactants [Cl-].[CH3:2][O:3][CH2:4][P+](C1C=CC=CC=1)(C1C=CC=CC=1)C1C=CC=CC=1.CC(C)([O-])C.[K+].[CH2:30]([O:37][C:38](=[O:49])[N:39]([C@H:41]1[CH2:46][CH2:45][C@H:44]([CH:47]=O)[CH2:43][CH2:42]1)[CH3:40])[C:31]1[CH:36]=[CH:35][CH:34]=[CH:33][CH:32]=1, predict the reaction product. The product is: [CH2:30]([O:37][C:38](=[O:49])[N:39]([CH:41]1[CH2:46][CH2:45][CH:44]([CH:47]=[CH:2][O:3][CH3:4])[CH2:43][CH2:42]1)[CH3:40])[C:31]1[CH:36]=[CH:35][CH:34]=[CH:33][CH:32]=1.